Task: Predict the reactants needed to synthesize the given product.. Dataset: Full USPTO retrosynthesis dataset with 1.9M reactions from patents (1976-2016) (1) Given the product [Br:18][C:19]1[CH:24]=[CH:23][C:22]([CH2:25][CH2:26][N:15]2[CH2:14][CH2:13][N:12]([CH2:11][CH2:10][C:7]3[CH:8]=[CH:9][C:4]([N+:1]([O-:3])=[O:2])=[CH:5][CH:6]=3)[CH2:17][CH2:16]2)=[CH:21][CH:20]=1, predict the reactants needed to synthesize it. The reactants are: [N+:1]([C:4]1[CH:9]=[CH:8][C:7]([CH2:10][CH2:11][N:12]2[CH2:17][CH2:16][NH:15][CH2:14][CH2:13]2)=[CH:6][CH:5]=1)([O-:3])=[O:2].[Br:18][C:19]1[CH:24]=[CH:23][C:22]([CH2:25][CH2:26]Br)=[CH:21][CH:20]=1.C(N(CC)CC)C. (2) Given the product [CH3:19][O:18][C:15]1[CH:16]=[CH:17][C:12]([CH2:11][C:8]2[N:6]3[N:7]=[C:2]([C:29]4[CH:31]=[N:7][N:6]([CH3:8])[CH:5]=4)[CH:3]=[CH:4][C:5]3=[N:10][CH:9]=2)=[CH:13][CH:14]=1, predict the reactants needed to synthesize it. The reactants are: Cl[C:2]1[CH:3]=[CH:4][C:5]2[N:6]([C:8]([CH2:11][C:12]3[CH:17]=[CH:16][C:15]([O:18][CH3:19])=[CH:14][CH:13]=3)=[CH:9][N:10]=2)[N:7]=1.C([O-])([O-])=O.[Na+].[Na+].CCO[C:29]([CH3:31])=O. (3) Given the product [CH2:1]([O:8][C:12]1[CH:13]=[CH:14][C:15]2[CH2:16][N:17]([C:23]([O:25][C:26]([CH3:29])([CH3:28])[CH3:27])=[O:24])[CH2:18][CH2:19][O:20][C:21]=2[N:22]=1)[C:2]1[CH:7]=[CH:6][CH:5]=[CH:4][CH:3]=1, predict the reactants needed to synthesize it. The reactants are: [CH2:1]([OH:8])[C:2]1[CH:7]=[CH:6][CH:5]=[CH:4][CH:3]=1.[H-].[Na+].Cl[C:12]1[CH:13]=[CH:14][C:15]2[CH2:16][N:17]([C:23]([O:25][C:26]([CH3:29])([CH3:28])[CH3:27])=[O:24])[CH2:18][CH2:19][O:20][C:21]=2[N:22]=1.O. (4) Given the product [ClH:1].[Cl:1][C:2]1[CH:7]=[CH:6][C:5]([CH2:8][CH2:9][NH2:10])=[CH:4][C:3]=1[C:11]([F:12])([F:13])[F:14], predict the reactants needed to synthesize it. The reactants are: [Cl:1][C:2]1[CH:7]=[CH:6][C:5]([CH2:8][C:9]#[N:10])=[CH:4][C:3]=1[C:11]([F:14])([F:13])[F:12].CO.